The task is: Predict the reactants needed to synthesize the given product.. This data is from Full USPTO retrosynthesis dataset with 1.9M reactions from patents (1976-2016). (1) Given the product [O:14]=[C:10]1[CH:9]([C:6]2[CH:5]=[CH:4][C:3]([C:2]([F:1])([F:15])[F:16])=[CH:8][CH:7]=2)[CH2:13][CH2:12][N:11]1[CH2:24][C:25]([OH:27])=[O:26], predict the reactants needed to synthesize it. The reactants are: [F:1][C:2]([F:16])([F:15])[C:3]1[CH:8]=[CH:7][C:6]([CH:9]2[CH2:13][CH2:12][NH:11][C:10]2=[O:14])=[CH:5][CH:4]=1.CC(C)([O-])C.[K+].Br[CH2:24][C:25]([O:27]CC)=[O:26].[OH-].[Li+]. (2) Given the product [C:24]([O:27][CH2:28][C:29]1[C:30]([N:44]2[CH2:55][CH2:54][N:53]3[C:46](=[CH:47][C:48]4[CH2:49][C:50]([CH3:57])([CH3:56])[CH2:51][C:52]=43)[C:45]2=[O:58])=[N:31][CH:32]=[CH:33][C:34]=1[C:2]1[CH:3]=[C:4]([NH:10][C:11]2[CH:16]=[CH:15][C:14]([CH:17]3[CH2:22][CH2:21][N:20]([CH3:23])[CH2:19][CH2:18]3)=[CH:13][N:12]=2)[C:5](=[O:9])[N:6]([CH3:8])[CH:7]=1)(=[O:26])[CH3:25], predict the reactants needed to synthesize it. The reactants are: Br[C:2]1[CH:3]=[C:4]([NH:10][C:11]2[CH:16]=[CH:15][C:14]([CH:17]3[CH2:22][CH2:21][N:20]([CH3:23])[CH2:19][CH2:18]3)=[CH:13][N:12]=2)[C:5](=[O:9])[N:6]([CH3:8])[CH:7]=1.[C:24]([O:27][CH2:28][C:29]1[C:30]([N:44]2[CH2:55][CH2:54][N:53]3[C:46](=[CH:47][C:48]4[CH2:49][C:50]([CH3:57])([CH3:56])[CH2:51][C:52]=43)[C:45]2=[O:58])=[N:31][CH:32]=[CH:33][C:34]=1B1OC(C)(C)C(C)(C)O1)(=[O:26])[CH3:25].[O-]P([O-])([O-])=O.[K+].[K+].[K+].O.O.O.C([O-])(=O)C.[Na+]. (3) Given the product [CH3:3][N:4]1[C:8]([CH2:9][O:10][C:11]2[CH:17]=[CH:16][C:14]3[N:15]=[C:20]([NH2:21])[S:19][C:13]=3[CH:12]=2)=[CH:7][C:6]([CH3:18])=[N:5]1, predict the reactants needed to synthesize it. The reactants are: BrBr.[CH3:3][N:4]1[C:8]([CH2:9][O:10][C:11]2[CH:17]=[CH:16][C:14]([NH2:15])=[CH:13][CH:12]=2)=[CH:7][C:6]([CH3:18])=[N:5]1.[S-:19][C:20]#[N:21].[K+].C(=O)([O-])[O-].[K+].[K+]. (4) Given the product [C:1]([O:5][C:6](=[O:24])[NH:7][C:8]([CH3:23])([CH3:22])[CH2:9][O:10][C:11]1[CH:16]=[CH:15][CH:14]=[C:13]([NH2:17])[C:12]=1[C:20]#[N:21])([CH3:4])([CH3:2])[CH3:3], predict the reactants needed to synthesize it. The reactants are: [C:1]([O:5][C:6](=[O:24])[NH:7][C:8]([CH3:23])([CH3:22])[CH2:9][O:10][C:11]1[CH:16]=[CH:15][CH:14]=[C:13]([N+:17]([O-])=O)[C:12]=1[C:20]#[N:21])([CH3:4])([CH3:3])[CH3:2]. (5) Given the product [F:1][C:2]1[CH:3]=[CH:4][C:5]([NH:8][C:9]2[N:14]3[N:15]=[CH:16][C:17]([C:18]([NH:43][S:40]([CH2:38][CH3:39])(=[O:42])=[O:41])=[O:20])=[C:13]3[N:12]=[CH:11][C:10]=2[C:21]([N:23]2[CH2:24][CH2:25][C:26]3([C:36]4[C:31](=[CH:32][CH:33]=[CH:34][CH:35]=4)[CH:30]=[C:29]3[CH3:37])[CH2:27][CH2:28]2)=[O:22])=[CH:6][CH:7]=1, predict the reactants needed to synthesize it. The reactants are: [F:1][C:2]1[CH:7]=[CH:6][C:5]([NH:8][C:9]2[N:14]3[N:15]=[CH:16][C:17]([C:18]([OH:20])=O)=[C:13]3[N:12]=[CH:11][C:10]=2[C:21]([N:23]2[CH2:28][CH2:27][C:26]3([C:36]4[C:31](=[CH:32][CH:33]=[CH:34][CH:35]=4)[CH:30]=[C:29]3[CH3:37])[CH2:25][CH2:24]2)=[O:22])=[CH:4][CH:3]=1.[CH2:38]([S:40]([NH2:43])(=[O:42])=[O:41])[CH3:39]. (6) The reactants are: [Cl:1][C:2]1[N:3]=[N:4][C:5]([Cl:11])=[CH:6][C:7]=1[C:8](Cl)=[O:9].[N+:12]([C:15]1[CH:20]=[CH:19][C:18]([NH2:21])=[C:17]([NH2:22])[CH:16]=1)([O-:14])=[O:13].CCN(C(C)C)C(C)C.Cl.C(=O)(O)[O-].[Na+]. Given the product [NH2:21][C:18]1[CH:19]=[CH:20][C:15]([N+:12]([O-:14])=[O:13])=[CH:16][C:17]=1[NH:22][C:8]([C:7]1[CH:6]=[C:5]([Cl:11])[N:4]=[N:3][C:2]=1[Cl:1])=[O:9], predict the reactants needed to synthesize it. (7) Given the product [F:1][C:2]1[CH:10]=[CH:9][C:5]([C:6]([O:8][C:11]([CH3:14])([CH3:13])[CH3:12])=[O:7])=[CH:4][CH:3]=1, predict the reactants needed to synthesize it. The reactants are: [F:1][C:2]1[CH:10]=[CH:9][C:5]([C:6]([OH:8])=[O:7])=[CH:4][CH:3]=1.[C:11](OC(OC(O[C:11]([CH3:14])([CH3:13])[CH3:12])=O)=O)([CH3:14])([CH3:13])[CH3:12].O. (8) Given the product [Br:3][C:4]1[S:5][C:6]([C:9](=[O:11])[CH3:10])=[CH:7][N:8]=1, predict the reactants needed to synthesize it. The reactants are: N#N.[Br:3][C:4]1[S:5][C:6]([CH:9]([OH:11])[CH3:10])=[CH:7][N:8]=1.